Dataset: Reaction yield outcomes from USPTO patents with 853,638 reactions. Task: Predict the reaction yield, written as a fraction of the theoretical maximum amount of product (1.0 means a 100% yield; for example, 0.34 means a 34% yield). (1) The reactants are Br[C:2]1[N:7]2[CH:8]=[CH:9][N:10]=[C:6]2[C:5]([NH:11][C:12]2[CH:17]=[CH:16][C:15]([N:18]3[CH2:23][CH2:22][N:21]([CH3:24])[CH2:20][CH2:19]3)=[C:14]([F:25])[CH:13]=2)=[N:4][CH:3]=1.CC1(C)C(C)(C)OB([C:34]2[CH:42]=[CH:41][C:37]([C:38]([NH2:40])=[O:39])=[CH:36][CH:35]=2)O1.C([O-])([O-])=O.[Na+].[Na+]. The catalyst is O1CCOCC1.C1C=CC([P]([Pd]([P](C2C=CC=CC=2)(C2C=CC=CC=2)C2C=CC=CC=2)([P](C2C=CC=CC=2)(C2C=CC=CC=2)C2C=CC=CC=2)[P](C2C=CC=CC=2)(C2C=CC=CC=2)C2C=CC=CC=2)(C2C=CC=CC=2)C2C=CC=CC=2)=CC=1. The product is [F:25][C:14]1[CH:13]=[C:12]([NH:11][C:5]2[C:6]3[N:7]([CH:8]=[CH:9][N:10]=3)[C:2]([C:34]3[CH:42]=[CH:41][C:37]([C:38]([NH2:40])=[O:39])=[CH:36][CH:35]=3)=[CH:3][N:4]=2)[CH:17]=[CH:16][C:15]=1[N:18]1[CH2:23][CH2:22][N:21]([CH3:24])[CH2:20][CH2:19]1. The yield is 0.160. (2) The reactants are [C:1]1([N:7]2[C:11]([NH2:12])=[CH:10][C:9]([C:13]3[CH:18]=[CH:17][CH:16]=[CH:15][N:14]=3)=[N:8]2)[CH:6]=[CH:5][CH:4]=[CH:3][CH:2]=1.[Cl:19]N1C(=O)CCC1=O.CC1C=CC(S([O-])(=O)=O)=CC=1.[NH+]1C=CC=CC=1. The catalyst is C(Cl)Cl. The product is [Cl:19][C:10]1[C:9]([C:13]2[CH:18]=[CH:17][CH:16]=[CH:15][N:14]=2)=[N:8][N:7]([C:1]2[CH:6]=[CH:5][CH:4]=[CH:3][CH:2]=2)[C:11]=1[NH2:12]. The yield is 0.610.